Task: Predict the product of the given reaction.. Dataset: Forward reaction prediction with 1.9M reactions from USPTO patents (1976-2016) The product is: [CH2:17]([O:16][C:8]1[CH:9]=[CH:10][C:11]2[O:12][C:13]3[C:4](=[CH:3][C:2]([N:46]4[CH2:41][CH2:42][CH2:43][CH2:48]4)=[CH:15][CH:14]=3)[C@@:5]3([CH2:25][O:24][C:23]([NH2:26])=[N:22]3)[C:6]=2[CH:7]=1)[C:18]([CH3:21])([CH3:20])[CH3:19]. Given the reactants Br[C:2]1[CH:15]=[CH:14][C:13]2[O:12][C:11]3[C:6](=[CH:7][C:8]([O:16][CH2:17][C:18]([CH3:21])([CH3:20])[CH3:19])=[CH:9][CH:10]=3)[C@:5]3([CH2:25][O:24][C:23]([NH2:26])=[N:22]3)[C:4]=2[CH:3]=1.C1(P(C2CCCCC2)C2C=CC=CC=2C2[C:41]([N:46]([CH3:48])C)=[CH:42][CH:43]=CC=2)CCCCC1.[Li+].C[Si]([N-][Si](C)(C)C)(C)C.N1CCCC1, predict the reaction product.